From a dataset of NCI-60 drug combinations with 297,098 pairs across 59 cell lines. Regression. Given two drug SMILES strings and cell line genomic features, predict the synergy score measuring deviation from expected non-interaction effect. (1) Drug 1: C1=NC2=C(N=C(N=C2N1C3C(C(C(O3)CO)O)O)F)N. Drug 2: CS(=O)(=O)OCCCCOS(=O)(=O)C. Cell line: TK-10. Synergy scores: CSS=8.02, Synergy_ZIP=-2.33, Synergy_Bliss=-1.52, Synergy_Loewe=-3.32, Synergy_HSA=-2.12. (2) Drug 1: CC1C(C(CC(O1)OC2CC(CC3=C2C(=C4C(=C3O)C(=O)C5=C(C4=O)C(=CC=C5)OC)O)(C(=O)CO)O)N)O.Cl. Drug 2: C1CCC(CC1)NC(=O)N(CCCl)N=O. Cell line: KM12. Synergy scores: CSS=9.80, Synergy_ZIP=-4.71, Synergy_Bliss=4.36, Synergy_Loewe=1.91, Synergy_HSA=4.05. (3) Drug 1: CC1OCC2C(O1)C(C(C(O2)OC3C4COC(=O)C4C(C5=CC6=C(C=C35)OCO6)C7=CC(=C(C(=C7)OC)O)OC)O)O. Drug 2: C1=CN(C=N1)CC(O)(P(=O)(O)O)P(=O)(O)O. Cell line: ACHN. Synergy scores: CSS=3.55, Synergy_ZIP=-16.4, Synergy_Bliss=-30.8, Synergy_Loewe=-38.7, Synergy_HSA=-27.8. (4) Drug 1: C1=C(C(=O)NC(=O)N1)F. Drug 2: C1=CN(C(=O)N=C1N)C2C(C(C(O2)CO)O)O.Cl. Cell line: A549. Synergy scores: CSS=69.6, Synergy_ZIP=-0.450, Synergy_Bliss=-2.42, Synergy_Loewe=3.63, Synergy_HSA=5.73. (5) Drug 1: CCCCC(=O)OCC(=O)C1(CC(C2=C(C1)C(=C3C(=C2O)C(=O)C4=C(C3=O)C=CC=C4OC)O)OC5CC(C(C(O5)C)O)NC(=O)C(F)(F)F)O. Drug 2: CN(CCCl)CCCl.Cl. Cell line: BT-549. Synergy scores: CSS=63.6, Synergy_ZIP=-4.16, Synergy_Bliss=-3.09, Synergy_Loewe=-1.77, Synergy_HSA=0.612. (6) Drug 1: CC1=C(C=C(C=C1)NC2=NC=CC(=N2)N(C)C3=CC4=NN(C(=C4C=C3)C)C)S(=O)(=O)N.Cl. Drug 2: CC1=C2C(C(=O)C3(C(CC4C(C3C(C(C2(C)C)(CC1OC(=O)C(C(C5=CC=CC=C5)NC(=O)OC(C)(C)C)O)O)OC(=O)C6=CC=CC=C6)(CO4)OC(=O)C)O)C)O. Cell line: HS 578T. Synergy scores: CSS=60.7, Synergy_ZIP=21.0, Synergy_Bliss=21.7, Synergy_Loewe=-27.1, Synergy_HSA=19.2. (7) Drug 2: CC1=C2C(C(=O)C3(C(CC4C(C3C(C(C2(C)C)(CC1OC(=O)C(C(C5=CC=CC=C5)NC(=O)OC(C)(C)C)O)O)OC(=O)C6=CC=CC=C6)(CO4)OC(=O)C)O)C)O. Cell line: LOX IMVI. Synergy scores: CSS=38.2, Synergy_ZIP=25.5, Synergy_Bliss=26.6, Synergy_Loewe=17.5, Synergy_HSA=20.8. Drug 1: CC1=C(C=C(C=C1)NC(=O)C2=CC=C(C=C2)CN3CCN(CC3)C)NC4=NC=CC(=N4)C5=CN=CC=C5. (8) Drug 1: CC1=C(C=C(C=C1)NC2=NC=CC(=N2)N(C)C3=CC4=NN(C(=C4C=C3)C)C)S(=O)(=O)N.Cl. Drug 2: CCCCC(=O)OCC(=O)C1(CC(C2=C(C1)C(=C3C(=C2O)C(=O)C4=C(C3=O)C=CC=C4OC)O)OC5CC(C(C(O5)C)O)NC(=O)C(F)(F)F)O. Cell line: IGROV1. Synergy scores: CSS=-1.19, Synergy_ZIP=-0.763, Synergy_Bliss=-3.81, Synergy_Loewe=-5.52, Synergy_HSA=-3.62. (9) Drug 1: CCCCC(=O)OCC(=O)C1(CC(C2=C(C1)C(=C3C(=C2O)C(=O)C4=C(C3=O)C=CC=C4OC)O)OC5CC(C(C(O5)C)O)NC(=O)C(F)(F)F)O. Drug 2: C1=CC=C(C=C1)NC(=O)CCCCCCC(=O)NO. Cell line: A498. Synergy scores: CSS=40.1, Synergy_ZIP=7.47, Synergy_Bliss=6.66, Synergy_Loewe=8.87, Synergy_HSA=9.12. (10) Drug 1: C1=CC=C(C=C1)NC(=O)CCCCCCC(=O)NO. Drug 2: C1CN(CCN1C(=O)CCBr)C(=O)CCBr. Cell line: MDA-MB-435. Synergy scores: CSS=8.97, Synergy_ZIP=-2.39, Synergy_Bliss=2.85, Synergy_Loewe=-3.12, Synergy_HSA=1.36.